Task: Predict which catalyst facilitates the given reaction.. Dataset: Catalyst prediction with 721,799 reactions and 888 catalyst types from USPTO (1) Reactant: C(=O)([O-])[O-].[K+].[K+].C(#N)C.BrCCC[N:14]1[C:18](=[O:19])[C:17]2=[CH:20][CH:21]=[CH:22][CH:23]=[C:16]2[C:15]1=[O:24]. Product: [C:15]1(=[O:24])[C:16]2[C:17](=[CH:20][CH:21]=[CH:22][CH:23]=2)[C:18](=[O:19])[NH:14]1. The catalyst class is: 6. (2) Reactant: [CH3:1][C:2]1[N:16]=[CH:15][C:14]([N+:17]([O-])=O)=[CH:13][C:3]=1[C:4]([NH:6][C:7]1[CH:12]=[CH:11][CH:10]=[CH:9][CH:8]=1)=[O:5]. Product: [NH2:17][C:14]1[CH:15]=[N:16][C:2]([CH3:1])=[C:3]([CH:13]=1)[C:4]([NH:6][C:7]1[CH:12]=[CH:11][CH:10]=[CH:9][CH:8]=1)=[O:5]. The catalyst class is: 29. (3) Reactant: [NH2:1][CH2:2][CH2:3][NH:4][C:5]1[N:13]=[C:12]([Cl:14])[N:11]=[C:10]2[C:6]=1[N:7]=[CH:8][N:9]2[CH:15]1[CH2:19][CH2:18][CH2:17][CH2:16]1.[Cl:20][C:21]1[CH:22]=[C:23]([CH:26]=[C:27]([Cl:29])[CH:28]=1)[CH:24]=O.[BH3-]C#N.[Na+]. The catalyst class is: 5. Product: [Cl:14][C:12]1[N:11]=[C:10]2[C:6]([N:7]=[CH:8][N:9]2[CH:15]2[CH2:19][CH2:18][CH2:17][CH2:16]2)=[C:5]([NH:4][CH2:3][CH2:2][NH:1][CH2:24][C:23]2[CH:22]=[C:21]([Cl:20])[CH:28]=[C:27]([Cl:29])[CH:26]=2)[N:13]=1. (4) Reactant: [Cl:1][C:2]1[CH:7]=[CH:6][C:5]([S:8]([C:11]2([C:22]3[CH:27]=[C:26]([F:28])[CH:25]=[CH:24][C:23]=3[F:29])[CH2:16][CH2:15][CH:14]([NH:17][S:18]([CH3:21])(=[O:20])=[O:19])[CH2:13][CH2:12]2)(=[O:10])=[O:9])=[CH:4][CH:3]=1.[H-].[Na+].[CH3:32]I. Product: [Cl:1][C:2]1[CH:7]=[CH:6][C:5]([S:8]([C:11]2([C:22]3[CH:27]=[C:26]([F:28])[CH:25]=[CH:24][C:23]=3[F:29])[CH2:16][CH2:15][CH:14]([N:17]([CH3:32])[S:18]([CH3:21])(=[O:20])=[O:19])[CH2:13][CH2:12]2)(=[O:10])=[O:9])=[CH:4][CH:3]=1. The catalyst class is: 7. (5) Product: [CH3:14][N:15]1[C:19]2[CH:20]=[CH:21][C:22]([C:2]3[CH:3]=[N:4][CH:5]=[C:6]4[C:11]=3[N:10]=[C:9]([CH2:12][OH:13])[CH:8]=[CH:7]4)=[CH:23][C:18]=2[CH2:17][S:16]1(=[O:33])=[O:34]. The catalyst class is: 10. Reactant: Br[C:2]1[CH:3]=[N:4][CH:5]=[C:6]2[C:11]=1[N:10]=[C:9]([CH2:12][OH:13])[CH:8]=[CH:7]2.[CH3:14][N:15]1[C:19]2[CH:20]=[CH:21][C:22](B3OC(C)(C)C(C)(C)O3)=[CH:23][C:18]=2[CH2:17][S:16]1(=[O:34])=[O:33].C(=O)([O-])[O-].[Na+].[Na+].